From a dataset of PAMPA (Parallel Artificial Membrane Permeability Assay) permeability data from NCATS. Regression/Classification. Given a drug SMILES string, predict its absorption, distribution, metabolism, or excretion properties. Task type varies by dataset: regression for continuous measurements (e.g., permeability, clearance, half-life) or binary classification for categorical outcomes (e.g., BBB penetration, CYP inhibition). Dataset: pampa_ncats. (1) The molecule is CC1=C(C=CC=C1Cl)NC(=O)CNS(=O)(=O)C2=CC=CS2. The result is 1 (high permeability). (2) The molecule is COC1=C(C=C(C=C1)C2=C3C(=NN2)N=CC(=N3)C4=CC=C(C=C4)CO)F. The result is 1 (high permeability).